Dataset: Forward reaction prediction with 1.9M reactions from USPTO patents (1976-2016). Task: Predict the product of the given reaction. (1) Given the reactants Cl.[N:2]1[N:3]([CH2:7][C:8]([OH:10])=O)[N:4]=[CH:5][CH:6]=1.[F:11][C:12]1[CH:40]=[CH:39][C:15]([CH2:16][C@H:17]2[CH2:21][NH:20][C@H:19]([C:22]([NH:24][C:25]3[CH:30]=[CH:29][C:28]([O:31][C:32]4[CH:37]=[CH:36][C:35]([F:38])=[CH:34][CH:33]=4)=[CH:27][CH:26]=3)=[O:23])[CH2:18]2)=[C:14]([CH3:41])[CH:13]=1, predict the reaction product. The product is: [N:4]1[N:3]([CH2:7][C:8]([N:20]2[CH2:21][C@H:17]([CH2:16][C:15]3[CH:39]=[CH:40][C:12]([F:11])=[CH:13][C:14]=3[CH3:41])[CH2:18][C@H:19]2[C:22]([NH:24][C:25]2[CH:30]=[CH:29][C:28]([O:31][C:32]3[CH:33]=[CH:34][C:35]([F:38])=[CH:36][CH:37]=3)=[CH:27][CH:26]=2)=[O:23])=[O:10])[N:2]=[CH:6][CH:5]=1. (2) Given the reactants [CH3:1][N:2]1[C:6]2[CH:7]=[CH:8][C:9]([N:11]3[CH:16]=[C:15]([C:17]#[N:18])[C:14](=[O:19])[NH:13][C:12]3=[O:20])=[CH:10][C:5]=2[N:4]([CH3:21])[C:3]1=[O:22].Br[CH2:24][C:25]1[CH:30]=[CH:29][CH:28]=[C:27]([C:31]([F:34])([F:33])[F:32])[C:26]=1[CH3:35].C(=O)([O-])[O-].[K+].[K+].[I-].[K+], predict the reaction product. The product is: [CH3:1][N:2]1[C:6]2[CH:7]=[CH:8][C:9]([N:11]3[CH:16]=[C:15]([C:17]#[N:18])[C:14](=[O:19])[N:13]([CH2:24][C:25]4[CH:30]=[CH:29][CH:28]=[C:27]([C:31]([F:32])([F:33])[F:34])[C:26]=4[CH3:35])[C:12]3=[O:20])=[CH:10][C:5]=2[N:4]([CH3:21])[C:3]1=[O:22]. (3) Given the reactants [CH2:1]([O:3][C:4](=[O:24])[C:5](=O)[CH2:6][C:7]([C:9]1[CH:14]=[CH:13][C:12]([O:15][CH2:16][C:17]2[CH:22]=[CH:21][CH:20]=[CH:19][CH:18]=2)=[CH:11][CH:10]=1)=O)[CH3:2].C(O)(=O)C.O.[NH2:30][NH2:31].C([O-])(O)=O.[Na+], predict the reaction product. The product is: [CH2:1]([O:3][C:4]([C:5]1[CH:6]=[C:7]([C:9]2[CH:14]=[CH:13][C:12]([O:15][CH2:16][C:17]3[CH:22]=[CH:21][CH:20]=[CH:19][CH:18]=3)=[CH:11][CH:10]=2)[NH:31][N:30]=1)=[O:24])[CH3:2]. (4) Given the reactants [I-].[CH3:2][N+:3]([CH3:9])([CH3:8])[CH2:4][CH2:5][CH2:6][CH3:7].[OH2:10], predict the reaction product. The product is: [OH-:10].[CH3:2][N+:3]([CH3:9])([CH3:8])[CH2:4][CH2:5][CH2:6][CH3:7].